From a dataset of NCI-60 drug combinations with 297,098 pairs across 59 cell lines. Regression. Given two drug SMILES strings and cell line genomic features, predict the synergy score measuring deviation from expected non-interaction effect. Drug 1: C1C(C(OC1N2C=C(C(=O)NC2=O)F)CO)O. Drug 2: C1=CC=C(C=C1)NC(=O)CCCCCCC(=O)NO. Cell line: HCT116. Synergy scores: CSS=34.9, Synergy_ZIP=-5.33, Synergy_Bliss=-0.977, Synergy_Loewe=0.126, Synergy_HSA=0.823.